Task: Predict the reaction yield, written as a fraction of the theoretical maximum amount of product (1.0 means a 100% yield; for example, 0.34 means a 34% yield).. Dataset: Reaction yield outcomes from USPTO patents with 853,638 reactions (1) The reactants are [C:1]([O:5][CH2:6][CH3:7])(=[O:4])[CH2:2][OH:3].[C:8]1([C:18]2[CH:23]=[CH:22][CH:21]=[CH:20][CH:19]=2)[CH:13]=[CH:12][C:11]([S:14](Cl)(=[O:16])=[O:15])=[CH:10][CH:9]=1.C(N(CC)CC)C.O. The catalyst is C(OCC)C. The product is [C:8]1([C:18]2[CH:23]=[CH:22][CH:21]=[CH:20][CH:19]=2)[CH:13]=[CH:12][C:11]([S:14]([O:3][CH2:2][C:1]([O:5][CH2:6][CH3:7])=[O:4])(=[O:16])=[O:15])=[CH:10][CH:9]=1. The yield is 0.830. (2) The reactants are [CH2:1]([O:3][C:4]([C:6]1[C:11](=O)[NH:10][N:9]=[CH:8][N:7]=1)=[O:5])[CH3:2].O=P(Cl)(Cl)[Cl:15]. No catalyst specified. The product is [CH2:1]([O:3][C:4]([C:6]1[N:7]=[CH:8][N:9]=[N:10][C:11]=1[Cl:15])=[O:5])[CH3:2]. The yield is 0.900.